From a dataset of Experimentally validated miRNA-target interactions with 360,000+ pairs, plus equal number of negative samples. Binary Classification. Given a miRNA mature sequence and a target amino acid sequence, predict their likelihood of interaction. (1) The miRNA is mmu-miR-1896 with sequence CUCUCUGAUGGUGGGUGAGGAG. The protein sequence of the target gene is MLARLVLGTSGRAALGSVEPALGGLKSIWRCSQAFCSTPKGVTYRELKSLLNSKDIMLIDVRNTLEILEQGKIPGSINIPLDEVGEALQMNPVDFKEKYCQVKPSKSDRLVFSCLAGVRSKKAMDTAISLGFNSAQHYAGGWKEWVTYEISEEKQES. Result: 1 (interaction). (2) The miRNA is hsa-miR-6747-3p with sequence UCCUGCCUUCCUCUGCACCAG. The protein sequence of the target gene is MENQPVRWRALPGLPRPPGLPAAPWLLLGVLLLPGTLRLAGGQSVTHTGLPIMASLANTAISFSCRITYPYTPQFKVFTVSYFHEDLQGQRSPKKPTNCHPGLGTENQSHTLDCQVTLVLPGASATGTYYCSVHWPHSTVRGSGTFILVRDAGYREPPQSPQKLLLFGFTGLLSVLSVVGTALLLWNKKRMRGPGKDPTRKCPDPRSASSPKQHPSESVYTALQRRETEVYACIENEDGSSPTAKQSPLSQERPHRFEDDGELNLVYENL. Result: 1 (interaction). (3) The miRNA is hsa-miR-548x-3p with sequence UAAAAACUGCAAUUACUUUC. The protein sequence of the target gene is MTTPAGSGSGFGSVSWWGLSPALDLQAESPPVDPDSQADTVHSNPELDVLLLGSVDGRHLLRTLSRAKFWPRRRFNFFVLENNLEAVARHMLIFSLALEEPEKMGLQERSETFLEVWGNALLRPPVAAFVRAQADLLAHLVPEPDRLEEQLPWLSLRALKFRERDALEAVFRFWAGGEKGPQAFPMSRLWDSRLRHYLGSRYDARRGVSDWDLRMKLHDRGAQVIHPQEFRRWRDTGVAFELRDSSAYHVPNRTLASGRLLSYRGERVAARGYWGDIATGPFVAFGIEADDESLLRTSNG.... Result: 1 (interaction). (4) The miRNA is hsa-miR-8058 with sequence CUGGACUUUGAUCUUGCCAUAA. The protein sequence of the target gene is METSALKQQEQPAATKIRNLPWVEKYRPQTLNDLISHQDILSTIQKFINEDRLPHLLLYGPPGTGKTSTILACAKQLYKDKEFGSMVLELNASDDRGIDIIRGPILSFASTRTIFKKGFKLVILDEADAMTQDAQNALRRVIEKFTENTRFCLICNYLSKIIPALQSRCTRFRFGPLTPELMVPRLEHVVEEEKVDISEDGMKALVTLSSGDMRRALNILQSTNMAFGKVTEETVYTCTGHPLKSDIANILDWMLNQDFTTAYRNITELKTLKGLALHDILTEIHLFVHRVDFPSSVRIH.... Result: 0 (no interaction). (5) The miRNA is mmu-miR-344h-3p with sequence GGUAUAACCAAAGCCCGACUGU. The protein sequence of the target gene is MKLANWCWLSSTVLATYGFLVVANNETEEIKDEAAQNACRVRLESRGRCEEEGECPYQVNLPPLTIQLPKQFSRIEEVFKEVQNLKEIVNSLKKTCQDCKLQADDSRDPGRNGLLLPGTGAPGETGDNRVRELEGEVNKLSSDLKNAKEEIDVLQGRLEKLNLVNMNNIEQYVDSKVANLTFVVNSLDGKCSSKCPRQEQIQSLPVQQHLIYKDCSEYYTIGKRSSELYRVTPEPRNSSFEVFCDMETMAGGWTVLQARVDGSTNFTRTWQDYKVGFGNLRREFWLGNDKIHLLTKSKDM.... Result: 0 (no interaction). (6) The miRNA is mmu-miR-466a-3p with sequence UAUACAUACACGCACACAUAAGA. The protein sequence of the target gene is MSKRNQVSYVRPAEPAFLSRFKERVGYKEGPTVETKKIQPQLPDEDGNHSDKEDEQPQVVVLKKGDLTAEEVMKIKAEIKAAKTDEEPPPADGRIVYRKPVKRSSDEKCSGLTASSKKKKTNEDDVNKQSSVRKNSQKQIKNSSLLSFDSEDENE. Result: 1 (interaction).